This data is from Full USPTO retrosynthesis dataset with 1.9M reactions from patents (1976-2016). The task is: Predict the reactants needed to synthesize the given product. The reactants are: C([O:4][CH2:5][C:6]1[N:7]=[C:8]([Br:12])[S:9][C:10]=1[CH3:11])(=O)C.[OH-].[Na+].Cl. Given the product [Br:12][C:8]1[S:9][C:10]([CH3:11])=[C:6]([CH2:5][OH:4])[N:7]=1, predict the reactants needed to synthesize it.